From a dataset of Experimentally validated miRNA-target interactions with 360,000+ pairs, plus equal number of negative samples. Binary Classification. Given a miRNA mature sequence and a target amino acid sequence, predict their likelihood of interaction. (1) The miRNA is mmu-miR-3064-5p with sequence UCUGGCUGUUGUGGUGUGCAAA. The protein sequence of the target gene is MSGGGEQPDILSVGILVKERWKVLRKIGGGGFGEIYDALDMLTRENVALKVESAQQPKQVLKMEVAVLKKLQGKDHVCRFIGCGRNDRFNYVVMQLQGRNLADLRRSQSRGTFTISTTLRLGKQILESIESIHSVGFLHRDIKPSNFAMGRFPSTCRKCFMLDFGLARQFTNSCGDVRPPRAVAGFRGTVRYASINAHRNREMGRHDDLWSLFYMLVEFVVGQLPWRKIKDKEQVGSIKERYDHRLMLKHLPPEFSTFLDHISSLDYFTKPDYQLLTSVFDNSIKTFGVIESDPFDWEKS.... Result: 1 (interaction). (2) The miRNA is hsa-miR-4324 with sequence CCCUGAGACCCUAACCUUAA. The protein sequence of the target gene is MLRREARLRREYLYRKAREEAQRSAQERKERLRRALEENRLIPTELRREALALQGSLEFDDAGGEGVTSHVDDEYRWAGVEDPKVMITTSRDPSSRLKMFAKELKLVFPGAQRMNRGRHEVGALVRACKANGVTDLLVVHEHRGTPVGLIVSHLPFGPTAYFTLCNVVMRHDIPDLGTMSEAKPHLITHGFSSRLGKRVSDILRYLFPVPKDDSHRVITFANQDDYISFRHHVYKKTDHRNVELTEVGPRFELKLYMIRLGTLEQEATADVEWRWHPYTNTARKRVFLSTE. Result: 1 (interaction). (3) The miRNA is hsa-let-7d-3p with sequence CUAUACGACCUGCUGCCUUUCU. The protein sequence of the target gene is MTAAVFFGCAFIAFGPALALYVFTIATDPLRVIFLIAGAFFWLVSLLLSSVFWFLVRVITDNRDGPVQNYLLIFGVLLSVCIQELFRLAYYKLLKKASEGLKSINPEETAPSMRLLAYVSGLGFGIMSGVFSFVNTLSNSLGPGTVGIHGDSPQFFLNSAFMTLVVIMLHVFWGVVFFDGCEKNKWYTLLTVLLTHLVVSTQTFLSPYYEVNLVTAYIIMVLMGIWAFYVAGGSCRSLKLCLLCQDKDFLLYNQRSR. Result: 0 (no interaction). (4) The miRNA is hsa-miR-143-5p with sequence GGUGCAGUGCUGCAUCUCUGGU. The protein sequence of the target gene is MAGLLALLGPAGRVGARVRPRATWLLGATAPCAPPPLALALLPPRLDARLLRTARGDCRGHQDPSQATGTTGSSVSCTEEKKQSKSQQLKKIFQEYGTVGVSLHIGISLISLGIFYMVVSSGVDMPAILLKLGFKESLVQSKMAAGTSTFVVAYAIHKLFAPVRISITLVSVPLIVRYFRKVGFFKPPAAKP. Result: 1 (interaction). (5) The miRNA is mmu-miR-106a-5p with sequence CAAAGUGCUAACAGUGCAGGUAG. The protein sequence of the target gene is MNLHQVLTGAVNPGDHCFAVGSVGEQRFTAYASGCDIVILGSNFERLQIIPGAKHGNIQVGCVDCSMQQGKIAASYGNVISVFEPVSLPKKRKNLEFYSQWQKSGQFFLDSIAHNITWDPAGNRLLTGSSCLQLWCNSRKQTEDENPDKTDLNFGNWMCIWHCKTASQVHLMKFSPDGEFFATAGKDDCLLKVWYNVENWRPAVTSPDKNSEKQSQGEIDFSFVYLAHPRAVNGFSWRKTSKYMPRASVCNVLLTCCKDNVCRLWVETFLPNDCFLYGSDCNHWCEPVSLTNNLKRNASS.... Result: 0 (no interaction). (6) The miRNA is mmu-miR-466a-5p with sequence UAUGUGUGUGUACAUGUACAUA. The protein sequence of the target gene is MASAMRGEKCERSRIRELVLILSLITMAGDSRATPFDPSFFIEGVQSEVVNPFNRTILNRFNLTEEQILSIQNRSNPNMRDDSAQSSNQQYLQQVATQRLNDIFKRVQKAISNEPNGSASKEKAGFPICNAETTNPEDWSLGNNVTLQFASSVFISNNDDRLSSALLRLYKTNPGQTREHNPGQASTQPISTENPGNTAPNCAEQPPVGPQIRVTVSIVHQQRKKQRKKRTCNTAMLSSSSTGWVEIDVKCALAYWEQQHRQQLRQQQPLQPQLTASVVGILMIEVHDDEENLLRPGLYF.... Result: 0 (no interaction). (7) The miRNA is hsa-miR-130b-3p with sequence CAGUGCAAUGAUGAAAGGGCAU. The protein sequence of the target gene is MSEYIRVTEDENDEPIEIPSEDDGTVLLSTVTAQFPGACGLRYRNPVSQCMRGVRLVEGILHAPDAGWGNLVYVVNYPKDNKRKMDETDASSAVKVKRAVQKTSDLIVLGLPWKTTEQDLKDYFSTFGEVLMVQVKKDLKTGHSKGFGFVRFTEYETQVKVMSQRHMIDGRWCDCKLPNSKQSPDEPLRSRKVFVGRCTEDMTAEELQQFFCQYGEVVDVFIPKPFRAFAFVTFADDKVAQSLCGEDLIIKGISVHISNAEPKHNSNRQLERSGRFGGNPGGFGNQGGFGNSRGGGAGLG.... Result: 0 (no interaction).